From a dataset of Full USPTO retrosynthesis dataset with 1.9M reactions from patents (1976-2016). Predict the reactants needed to synthesize the given product. Given the product [CH2:1]([O:3][C:4]1[CH:5]=[N:6][C:7]2[C:12]([CH:13]=1)=[CH:11][C:10]([O:14][CH2:15][C:16]1[C:21](=[S:38])[CH:20]=[CH:19][N:18]([C:23]3[CH:24]=[N:25][N:26]([CH3:28])[CH:27]=3)[N:17]=1)=[CH:9][CH:8]=2)[CH3:2], predict the reactants needed to synthesize it. The reactants are: [CH2:1]([O:3][C:4]1[CH:5]=[N:6][C:7]2[C:12]([CH:13]=1)=[CH:11][C:10]([O:14][CH2:15][C:16]1[C:21](=O)[CH:20]=[CH:19][N:18]([C:23]3[CH:24]=[N:25][N:26]([CH3:28])[CH:27]=3)[N:17]=1)=[CH:9][CH:8]=2)[CH3:2].COC1C=CC(P2(SP(C3C=CC(OC)=CC=3)(=S)S2)=[S:38])=CC=1.